From a dataset of Catalyst prediction with 721,799 reactions and 888 catalyst types from USPTO. Predict which catalyst facilitates the given reaction. (1) Reactant: [Cl:1][C:2]1[CH:3]=[C:4]([CH:11]=[CH:12][C:13]=1[O:14][CH:15]([CH3:17])[CH3:16])[C:5]([O:7]C(C)C)=[O:6].[OH-].[Na+]. Product: [Cl:1][C:2]1[CH:3]=[C:4]([CH:11]=[CH:12][C:13]=1[O:14][CH:15]([CH3:17])[CH3:16])[C:5]([OH:7])=[O:6]. The catalyst class is: 8. (2) Reactant: [C:1]([O:5][C:6]([N:8]1[CH2:13][CH2:12][N:11]([C:14]2[CH:19]=[CH:18][C:17]([C:20]#[N:21])=[CH:16][CH:15]=2)[CH2:10][CH2:9]1)=[O:7])([CH3:4])([CH3:3])[CH3:2].C[Sn]([N:26]=[N+:27]=[N-:28])(C)C. Product: [C:1]([O:5][C:6]([N:8]1[CH2:9][CH2:10][N:11]([C:14]2[CH:15]=[CH:16][C:17]([C:20]3[N:26]=[N:27][NH:28][N:21]=3)=[CH:18][CH:19]=2)[CH2:12][CH2:13]1)=[O:7])([CH3:4])([CH3:2])[CH3:3]. The catalyst class is: 113. (3) Reactant: [CH2:1]([C:4]1[C:13]2[O:12][CH2:11][C:10](=[O:14])[NH:9][C:8]=2[CH:7]=[CH:6][CH:5]=1)[CH:2]=[CH2:3].Br[CH2:16][C:17]([O:19][CH3:20])=[O:18].[H-].[Na+]. Product: [CH3:20][O:19][C:17](=[O:18])[CH2:16][N:9]1[C:8]2[CH:7]=[CH:6][CH:5]=[C:4]([CH2:1][CH:2]=[CH2:3])[C:13]=2[O:12][CH2:11][C:10]1=[O:14]. The catalyst class is: 3. (4) Reactant: [Cl:1][C:2]1[CH:3]=[C:4]2[C:8](=[CH:9][CH:10]=1)[NH:7][CH:6]=[C:5]2[CH2:11][CH2:12][NH:13][C:14](=[O:28])[C:15]([NH:17][C@@H:18]([CH2:21][C:22]1[CH:27]=[CH:26][CH:25]=[CH:24][CH:23]=1)[CH2:19][OH:20])=O.CC[N+](S(N=C(OC)[O-])(=O)=O)(CC)CC. Product: [CH2:21]([C@H:18]1[CH2:19][O:20][C:15]([C:14]([NH:13][CH2:12][CH2:11][C:5]2[C:4]3[C:8](=[CH:9][CH:10]=[C:2]([Cl:1])[CH:3]=3)[NH:7][CH:6]=2)=[O:28])=[N:17]1)[C:22]1[CH:27]=[CH:26][CH:25]=[CH:24][CH:23]=1. The catalyst class is: 1.